From a dataset of Forward reaction prediction with 1.9M reactions from USPTO patents (1976-2016). Predict the product of the given reaction. (1) Given the reactants O1CCOCC1.Cl.[CH2:8]([O:15][C:16]1[CH:17]=[C:18]([CH:20]=[CH:21][CH:22]=1)[NH2:19])[C:9]1[CH:14]=[CH:13][CH:12]=[CH:11][CH:10]=1.[N:23]#[C:24][NH2:25].O, predict the reaction product. The product is: [CH2:8]([O:15][C:16]1[CH:17]=[C:18]([NH:19][C:24]([NH2:25])=[NH:23])[CH:20]=[CH:21][CH:22]=1)[C:9]1[CH:10]=[CH:11][CH:12]=[CH:13][CH:14]=1. (2) Given the reactants [C:1]([N:4]1[C:13]2[C:8](=[CH:9][C:10]([S:14]([CH:17]([CH3:19])[CH3:18])(=[O:16])=[O:15])=[CH:11][CH:12]=2)[C@H:7]([NH:20]C(=O)OCC2C=CC=CC=2)[C@@H:6]([CH3:31])[C@@H:5]1[CH:32]1[CH2:34][CH2:33]1)(=[O:3])[CH3:2], predict the reaction product. The product is: [NH2:20][C@H:7]1[C:8]2[C:13](=[CH:12][CH:11]=[C:10]([S:14]([CH:17]([CH3:19])[CH3:18])(=[O:16])=[O:15])[CH:9]=2)[N:4]([C:1](=[O:3])[CH3:2])[C@@H:5]([CH:32]2[CH2:34][CH2:33]2)[C@@H:6]1[CH3:31]. (3) Given the reactants FC(F)(F)S(O[C:7]1[CH2:16][CH2:15][C:10]2([CH2:14][O:13][CH2:12][CH2:11]2)[CH2:9][CH:8]=1)(=O)=O.[CH3:19][C:20]1([CH3:36])[C:24]([CH3:26])([CH3:25])[O:23][B:22]([B:22]2[O:23][C:24]([CH3:26])([CH3:25])[C:20]([CH3:36])([CH3:19])[O:21]2)[O:21]1.C([O-])(=O)C.[K+].C(Cl)Cl, predict the reaction product. The product is: [CH3:19][C:20]1([CH3:36])[C:24]([CH3:26])([CH3:25])[O:23][B:22]([C:7]2[CH2:16][CH2:15][C:10]3([CH2:14][O:13][CH2:12][CH2:11]3)[CH2:9][CH:8]=2)[O:21]1. (4) Given the reactants F[C:2]1[CH:7]=[C:6]([F:8])[CH:5]=[CH:4][C:3]=1[N+:9]([O-])=O.[F:12][C:13]([F:23])([F:22])[CH:14]([C:16]1[O:20][N:19]=[C:18]([CH3:21])[CH:17]=1)[OH:15], predict the reaction product. The product is: [F:8][C:6]1[CH:5]=[CH:4][C:3]([NH2:9])=[C:2]([O:15][CH:14]([C:16]2[O:20][N:19]=[C:18]([CH3:21])[CH:17]=2)[C:13]([F:12])([F:23])[F:22])[CH:7]=1.